Dataset: hERG potassium channel inhibition data for cardiac toxicity prediction from Karim et al.. Task: Regression/Classification. Given a drug SMILES string, predict its toxicity properties. Task type varies by dataset: regression for continuous values (e.g., LD50, hERG inhibition percentage) or binary classification for toxic/non-toxic outcomes (e.g., AMES mutagenicity, cardiotoxicity, hepatotoxicity). Dataset: herg_karim. (1) The molecule is O=C(NCCCCN1CCOCC1)c1cc2ccccc2o1. The result is 0 (non-blocker). (2) The drug is CNC(=O)c1nc(-c2ccc(Cl)c(S(=O)(=O)Nc3cccc(F)c3F)c2)cnc1N. The result is 0 (non-blocker).